Predict the reactants needed to synthesize the given product. From a dataset of Full USPTO retrosynthesis dataset with 1.9M reactions from patents (1976-2016). (1) Given the product [CH3:9][O:8][C:6]([C:5]1[CH:10]=[CH:11][C:2]([N:27]2[CH2:28][CH2:29][C:24]3([CH2:23][CH2:22][N:21]([C:30]([O:32][C:33]([CH3:34])([CH3:35])[CH3:36])=[O:31])[CH2:20][CH2:19]3)[CH2:25][CH2:26]2)=[N:3][CH:4]=1)=[O:7], predict the reactants needed to synthesize it. The reactants are: Cl[C:2]1[CH:11]=[CH:10][C:5]([C:6]([O:8][CH3:9])=[O:7])=[CH:4][N:3]=1.CCN(CC)CC.[CH2:19]1[C:24]2([CH2:29][CH2:28][NH:27][CH2:26][CH2:25]2)[CH2:23][CH2:22][N:21]([C:30]([O:32][C:33]([CH3:36])([CH3:35])[CH3:34])=[O:31])[CH2:20]1.CCOC(C)=O. (2) The reactants are: [Cl:1][C:2]1[CH:7]=[CH:6][C:5]([CH:8]([C:28]2[C:36]3[C:31](=[C:32]([Cl:38])[CH:33]=[C:34]([Cl:37])[CH:35]=3)[NH:30][CH:29]=2)[CH:9]([C:13]2[CH:27]=[CH:26][C:16]([C:17]([NH:19][CH2:20][CH2:21][C:22]([O:24][CH3:25])=[O:23])=[O:18])=[CH:15][CH:14]=2)[CH2:10][CH2:11][CH3:12])=[CH:4][CH:3]=1.[CH3:39]C(N(C)C)=O. Given the product [Cl:1][C:2]1[CH:7]=[CH:6][C:5]([CH:8]([C:28]2[C:36]3[C:31](=[C:32]([Cl:38])[CH:33]=[C:34]([Cl:37])[CH:35]=3)[N:30]([CH3:39])[CH:29]=2)[CH:9]([C:13]2[CH:27]=[CH:26][C:16]([C:17]([NH:19][CH2:20][CH2:21][C:22]([O:24][CH3:25])=[O:23])=[O:18])=[CH:15][CH:14]=2)[CH2:10][CH2:11][CH3:12])=[CH:4][CH:3]=1, predict the reactants needed to synthesize it. (3) Given the product [CH3:17][S:16][C:14]1[O:15][C:10]2[C:11]([N:13]=1)=[N:12][C:7]([C:1]1[CH:2]=[CH:3][CH:4]=[CH:5][CH:6]=1)=[CH:8][CH:9]=2, predict the reactants needed to synthesize it. The reactants are: [C:1]1([C:7]2[N:12]=[C:11]3[NH:13][C:14](=[S:16])[O:15][C:10]3=[CH:9][CH:8]=2)[CH:6]=[CH:5][CH:4]=[CH:3][CH:2]=1.[C:17](=O)([O-])[O-].[K+].[K+].CI.